From a dataset of Catalyst prediction with 721,799 reactions and 888 catalyst types from USPTO. Predict which catalyst facilitates the given reaction. Reactant: [CH2:1]([O:8][N:9]1[C:15](=[O:16])[N:14]2[CH2:17][C@H:10]1[CH2:11][CH2:12][C@H:13]2[C:18]([OH:20])=O)[C:2]1[CH:7]=[CH:6][CH:5]=[CH:4][CH:3]=1.[NH:21]([C:23](=[O:35])[CH2:24][CH2:25][CH2:26][NH:27][C:28](=[O:34])[O:29][C:30]([CH3:33])([CH3:32])[CH3:31])[NH2:22].CN(C(ON1N=NC2C=CC=NC1=2)=[N+](C)C)C.F[P-](F)(F)(F)(F)F.CCN(C(C)C)C(C)C. Product: [CH2:1]([O:8][N:9]1[C:15](=[O:16])[N:14]2[CH2:17][C@H:10]1[CH2:11][CH2:12][C@H:13]2[C:18]([NH:22][NH:21][C:23](=[O:35])[CH2:24][CH2:25][CH2:26][NH:27][C:28](=[O:34])[O:29][C:30]([CH3:31])([CH3:33])[CH3:32])=[O:20])[C:2]1[CH:3]=[CH:4][CH:5]=[CH:6][CH:7]=1. The catalyst class is: 2.